From a dataset of Full USPTO retrosynthesis dataset with 1.9M reactions from patents (1976-2016). Predict the reactants needed to synthesize the given product. (1) The reactants are: [CH3:1][Si:2]([CH3:39])([CH3:38])[CH2:3][CH2:4][O:5][CH2:6][N:7]([CH2:30][O:31][CH2:32][CH2:33][Si:34]([CH3:37])([CH3:36])[CH3:35])[C:8]1[N:13]2[N:14]=[CH:15][C:16]([I:17])=[C:12]2[N:11]=[C:10]([CH:18]2[CH2:23][CH2:22][CH:21]([CH2:24][C:25](OCC)=O)[CH2:20][CH2:19]2)[CH:9]=1.C[Si](C)(C)CCOC[N:46](COCC[Si](C)(C)C)C1N2N=CC=C2N=C(C2CCC(CC#N)CC2)C=1.C[Si](C)(C)CCOCN(COCC[Si](C)(C)C)C1N2N=CC=C2N=C(C2CCC(CC(OCC)=O)CC2)C=1. Given the product [CH3:38][Si:2]([CH3:39])([CH3:1])[CH2:3][CH2:4][O:5][CH2:6][N:7]([CH2:30][O:31][CH2:32][CH2:33][Si:34]([CH3:36])([CH3:35])[CH3:37])[C:8]1[N:13]2[N:14]=[CH:15][C:16]([I:17])=[C:12]2[N:11]=[C:10]([CH:18]2[CH2:19][CH2:20][CH:21]([CH2:24][C:25]#[N:46])[CH2:22][CH2:23]2)[CH:9]=1, predict the reactants needed to synthesize it. (2) Given the product [C:1]1([CH3:12])[CH:6]=[CH:5][C:4]([O:7][CH2:8][C:9]([Cl:19])=[O:10])=[CH:3][CH:2]=1, predict the reactants needed to synthesize it. The reactants are: [C:1]1([CH3:12])[CH:6]=[CH:5][C:4]([O:7][CH2:8][C:9](O)=[O:10])=[CH:3][CH:2]=1.C1(=S)C=CC=CC1[Cl:19].